Dataset: Catalyst prediction with 721,799 reactions and 888 catalyst types from USPTO. Task: Predict which catalyst facilitates the given reaction. (1) Reactant: CC1C=CC(S(O[CH2:12][CH2:13][C:14]([OH:22])([C:16]2[CH:21]=[CH:20][CH:19]=[CH:18][CH:17]=2)[CH3:15])(=O)=O)=CC=1.C1CCN2C(=NCCC2)CC1.[CH3:34][C:35]1[CH:36]=[C:37]([N:41]=[C:42]=[O:43])[CH:38]=[CH:39][CH:40]=1. Product: [CH3:15][C:14]1([C:16]2[CH:17]=[CH:18][CH:19]=[CH:20][CH:21]=2)[O:22][C:42](=[O:43])[N:41]([C:37]2[CH:36]=[C:35]([CH3:34])[CH:40]=[CH:39][CH:38]=2)[CH2:12][CH2:13]1. The catalyst class is: 2. (2) Reactant: [OH:1][C:2]1[CH:9]=[CH:8][C:5]([CH:6]=O)=[C:4]([N+:10]([O-:12])=[O:11])[C:3]=1[O:13][CH3:14].[OH-].[NH4+:16].II. Product: [OH:1][C:2]1[CH:9]=[CH:8][C:5]([C:6]#[N:16])=[C:4]([N+:10]([O-:12])=[O:11])[C:3]=1[O:13][CH3:14]. The catalyst class is: 1. (3) Reactant: [Cl:1][C:2]1[CH:9]=[CH:8][C:5]([CH2:6][NH2:7])=[CH:4][CH:3]=1.[C:10]([CH2:12][C:13](O)=[O:14])#[N:11].C1C=CC2N(O)N=NC=2C=1.CCN=C=NCCCN(C)C.Cl. Product: [Cl:1][C:2]1[CH:9]=[CH:8][C:5]([CH2:6][NH:7][C:13](=[O:14])[CH2:12][C:10]#[N:11])=[CH:4][CH:3]=1. The catalyst class is: 12. (4) Reactant: [C:1]1([CH2:7][SH:8])[CH:6]=[CH:5][CH:4]=[CH:3][CH:2]=1.C(=O)([O-])[O-].[K+].[K+].Cl[C:16]1[C:21]([Cl:22])=[CH:20][C:19]([N+:23]([O-:25])=[O:24])=[CH:18][N:17]=1. Product: [CH2:7]([S:8][C:16]1[C:21]([Cl:22])=[CH:20][C:19]([N+:23]([O-:25])=[O:24])=[CH:18][N:17]=1)[C:1]1[CH:6]=[CH:5][CH:4]=[CH:3][CH:2]=1. The catalyst class is: 7. (5) Reactant: O.[OH-].[Li+].[CH3:4][C:5]1[O:9][C:8]([C:10]2[S:11][CH:12]=[CH:13][CH:14]=2)=[N:7][C:6]=1[CH2:15][O:16][C:17]1[CH:38]=[CH:37][C:20]([CH2:21][O:22]/[N:23]=[C:24](/[C:31]2[CH:36]=[CH:35][CH:34]=[CH:33][CH:32]=2)\[CH2:25][CH2:26][C:27]([O:29]C)=[O:28])=[CH:19][CH:18]=1.O.Cl. Product: [CH3:4][C:5]1[O:9][C:8]([C:10]2[S:11][CH:12]=[CH:13][CH:14]=2)=[N:7][C:6]=1[CH2:15][O:16][C:17]1[CH:38]=[CH:37][C:20]([CH2:21][O:22]/[N:23]=[C:24](/[C:31]2[CH:36]=[CH:35][CH:34]=[CH:33][CH:32]=2)\[CH2:25][CH2:26][C:27]([OH:29])=[O:28])=[CH:19][CH:18]=1. The catalyst class is: 83.